Dataset: Reaction yield outcomes from USPTO patents with 853,638 reactions. Task: Predict the reaction yield, written as a fraction of the theoretical maximum amount of product (1.0 means a 100% yield; for example, 0.34 means a 34% yield). (1) The yield is 1.00. The reactants are [Cl:1][C:2]1[CH:3]=[C:4](I)[C:5]([NH2:8])=[N:6][CH:7]=1.C1COCC1.C(N(CC)CC)C.[CH3:22][Si:23]([C:26]#[CH:27])([CH3:25])[CH3:24]. The product is [Cl:1][C:2]1[CH:3]=[C:4]([C:27]#[C:26][Si:23]([CH3:25])([CH3:24])[CH3:22])[C:5]([NH2:8])=[N:6][CH:7]=1. The catalyst is [Cu](I)I.Cl[Pd](Cl)([P](C1C=CC=CC=1)(C1C=CC=CC=1)C1C=CC=CC=1)[P](C1C=CC=CC=1)(C1C=CC=CC=1)C1C=CC=CC=1.C(OCC)C. (2) The reactants are [OH:1][C:2]1[CH:7]=[CH:6][CH:5]=[CH:4][C:3]=1[CH2:8][C:9]([OH:11])=[O:10].S(=O)(=O)(O)O.[CH3:17]O. No catalyst specified. The product is [OH:1][C:2]1[CH:7]=[CH:6][CH:5]=[CH:4][C:3]=1[CH2:8][C:9]([O:11][CH3:17])=[O:10]. The yield is 0.730. (3) The reactants are [F:1][C:2]1[N:21]=[CH:20][C:5]2[CH2:6][CH2:7][CH:8]3[CH2:15][CH2:14][CH:13]([C:16]([O:18]C)=[O:17])[CH2:12][N:9]3[C:10](=[O:11])[C:4]=2[CH:3]=1.[Li+].[OH-].Cl.O. The catalyst is C1COCC1. The product is [F:1][C:2]1[N:21]=[CH:20][C:5]2[CH2:6][CH2:7][CH:8]3[CH2:15][CH2:14][CH:13]([C:16]([OH:18])=[O:17])[CH2:12][N:9]3[C:10](=[O:11])[C:4]=2[CH:3]=1. The yield is 1.00. (4) The reactants are [CH3:1][O:2][C:3]1[CH:4]=[C:5]2[C:10](=[CH:11][CH:12]=1)[C:9]([OH:13])=[CH:8][CH:7]=[CH:6]2.[Br:14][C:15]1[CH:16]=[CH:17][C:18]([I:23])=[C:19]([CH2:21]O)[CH:20]=1.C1(P(C2C=CC=CC=2)C2C=CC=CC=2)C=CC=CC=1.N(C(OC(C)C)=O)=NC(OC(C)C)=O. The catalyst is O1CCCC1. The product is [Br:14][C:15]1[CH:16]=[CH:17][C:18]([I:23])=[C:19]([CH:20]=1)[CH2:21][O:13][C:9]1[C:10]2[C:5](=[CH:4][C:3]([O:2][CH3:1])=[CH:12][CH:11]=2)[CH:6]=[CH:7][CH:8]=1. The yield is 0.650. (5) The reactants are [NH2:1][C:2]1[CH:3]=[C:4]([CH2:11][N:12]2[CH2:17][CH2:16][N:15](C(OC(C)(C)C)=O)[CH2:14][CH:13]2[CH3:25])[C:5]2[O:9][CH:8]=[CH:7][C:6]=2[CH:10]=1.[C:26]1([CH3:36])[C:27]([S:32]([Cl:35])(=[O:34])=[O:33])=[CH:28][CH:29]=[CH:30][CH:31]=1. No catalyst specified. The product is [ClH:35].[ClH:35].[CH3:36][C:26]1[CH:31]=[CH:30][CH:29]=[CH:28][C:27]=1[S:32]([NH:1][C:2]1[CH:3]=[C:4]([CH2:11][N:12]2[CH2:17][CH2:16][NH:15][CH2:14][CH:13]2[CH3:25])[C:5]2[O:9][CH:8]=[CH:7][C:6]=2[CH:10]=1)(=[O:34])=[O:33]. The yield is 0.350.